From a dataset of Peptide-MHC class I binding affinity with 185,985 pairs from IEDB/IMGT. Regression. Given a peptide amino acid sequence and an MHC pseudo amino acid sequence, predict their binding affinity value. This is MHC class I binding data. (1) The peptide sequence is CLGGLLTMV. The MHC is HLA-A29:02 with pseudo-sequence HLA-A29:02. The binding affinity (normalized) is 0.144. (2) The peptide sequence is RMYSPISIL. The MHC is HLA-A02:01 with pseudo-sequence HLA-A02:01. The binding affinity (normalized) is 0.628. (3) The peptide sequence is EYSYYSSMY. The MHC is HLA-B35:01 with pseudo-sequence HLA-B35:01. The binding affinity (normalized) is 0.637.